The task is: Binary Classification. Given a drug SMILES string, predict its activity (active/inactive) in a high-throughput screening assay against a specified biological target.. This data is from Orexin1 receptor HTS with 218,158 compounds and 233 confirmed actives. (1) The compound is S(=O)(=O)(N1CCN(CC1)c1ncccc1)c1ccc(F)cc1. The result is 0 (inactive). (2) The drug is O(c1cc(CCC(OCc2oc(nn2)c2ccccc2)=O)cc(OC)c1OC)C. The result is 0 (inactive). (3) The drug is O=C(NCCc1cc(OC)c(OC)cc1)C1CCN(CC1)C(=O)c1ccc([N+]([O-])=O)cc1. The result is 0 (inactive). (4) The drug is Fc1ccc(Cn2c(=O)c3n4CCCN(c4nc3n(c2=O)C)Cc2ccccc2)cc1. The result is 0 (inactive). (5) The result is 0 (inactive). The molecule is S1(=O)(=O)NC(Nc2c1cc(S(=O)(=O)N)c(c2)C(F)(F)F)Cc1ccccc1. (6) The molecule is o1ncc(c2nc3n(c2)ccc(c3)C)c1C. The result is 0 (inactive). (7) The compound is S1c2c(nc(SCC(=O)NCC3OCCC3)n(c2=O)c2cc(OC)c(OC)cc2)CC1. The result is 0 (inactive). (8) The molecule is [nH]1nc(cc1c1ccccc1)c1ccccc1. The result is 0 (inactive). (9) The molecule is O=C(N1CCN(CC1)Cc1cc(OC)ccc1)c1c2c(nc(c1)c1cccnc1)ccc(c2)C. The result is 0 (inactive). (10) The molecule is S(=O)(=O)(N1CCC(CC1)C(=O)NC1C(CCCC1)C)c1ccc(OC)cc1. The result is 0 (inactive).